This data is from Peptide-MHC class II binding affinity with 134,281 pairs from IEDB. The task is: Regression. Given a peptide amino acid sequence and an MHC pseudo amino acid sequence, predict their binding affinity value. This is MHC class II binding data. The peptide sequence is LHFSEALRIIAGTPE. The MHC is HLA-DPA10201-DPB10101 with pseudo-sequence HLA-DPA10201-DPB10101. The binding affinity (normalized) is 0.485.